From a dataset of Full USPTO retrosynthesis dataset with 1.9M reactions from patents (1976-2016). Predict the reactants needed to synthesize the given product. (1) Given the product [CH3:21][S:20][C:16]1[N:17]=[C:18]([C:7](=[O:6])[CH3:8])[CH:19]=[CH:14][N:15]=1, predict the reactants needed to synthesize it. The reactants are: C[Mg]Br.C([O:6][CH2:7][CH3:8])C.CON(C)C([C:14]1[CH:19]=[CH:18][N:17]=[C:16]([S:20][CH3:21])[N:15]=1)=O. (2) Given the product [Br:1][C:2]1[CH:3]=[C:4]([CH:8]=[C:9]([Br:23])[C:10]=1[O:11][C:12]1[CH:17]=[CH:16][C:15]([OH:18])=[C:14]([CH:20]([CH3:21])[CH3:22])[CH:13]=1)[C:5]([C:29]1[CH:30]=[C:25]([NH2:24])[CH:26]=[CH:27][C:28]=1[S:31]([NH2:34])(=[O:33])=[O:32])=[O:6], predict the reactants needed to synthesize it. The reactants are: [Br:1][C:2]1[CH:3]=[C:4]([CH:8]=[C:9]([Br:23])[C:10]=1[O:11][C:12]1[CH:17]=[CH:16][C:15]([O:18]C)=[C:14]([CH:20]([CH3:22])[CH3:21])[CH:13]=1)[C:5](O)=[O:6].[NH2:24][C:25]1[CH:30]=[CH:29][C:28]([S:31]([NH2:34])(=[O:33])=[O:32])=[CH:27][CH:26]=1.